This data is from Peptide-MHC class II binding affinity with 134,281 pairs from IEDB. The task is: Regression. Given a peptide amino acid sequence and an MHC pseudo amino acid sequence, predict their binding affinity value. This is MHC class II binding data. The peptide sequence is GTVVLTATFALGAAL. The MHC is DRB1_1602 with pseudo-sequence DRB1_1602. The binding affinity (normalized) is 0.0478.